This data is from Full USPTO retrosynthesis dataset with 1.9M reactions from patents (1976-2016). The task is: Predict the reactants needed to synthesize the given product. (1) Given the product [C:1]1([C:7]2[O:8][C:9]([C:16]3[CH:17]=[N:18][CH:19]=[CH:20][CH:21]=3)=[C:10]([CH2:12][OH:13])[N:11]=2)[CH:2]=[CH:3][CH:4]=[CH:5][CH:6]=1, predict the reactants needed to synthesize it. The reactants are: [C:1]1([C:7]2[O:8][C:9]([C:16]3[CH:17]=[N:18][CH:19]=[CH:20][CH:21]=3)=[C:10]([C:12](OC)=[O:13])[N:11]=2)[CH:6]=[CH:5][CH:4]=[CH:3][CH:2]=1.[H-].[Al+3].[Li+].[H-].[H-].[H-].OS([O-])(=O)=O.[K+].[OH-].[Na+]. (2) The reactants are: [S:1]1[C:5]2[CH:6]=[CH:7][CH:8]=[CH:9][C:4]=2[N:3]=[C:2]1[NH:10][NH2:11].C([O:14][C:15](=O)[CH2:16][C:17]([C:19]1[CH:24]=[CH:23][CH:22]=[C:21]([Cl:25])[CH:20]=1)=O)C. Given the product [S:1]1[C:5]2[CH:6]=[CH:7][CH:8]=[CH:9][C:4]=2[N:3]=[C:2]1[N:10]1[C:15](=[O:14])[CH:16]=[C:17]([C:19]2[CH:24]=[CH:23][CH:22]=[C:21]([Cl:25])[CH:20]=2)[NH:11]1, predict the reactants needed to synthesize it. (3) Given the product [NH2:25][C:11]1[N:12]=[CH:13][C:14]([C:27]2[C:28]([CH:45]=[O:46])=[N:29][N:30]([CH:32]3[CH2:33][CH2:34][N:35]([C:38]([O:40][C:41]([CH3:42])([CH3:44])[CH3:43])=[O:39])[CH2:36][CH2:37]3)[CH:31]=2)=[CH:15][C:10]=1[C:2]1[O:1][C:5]2[CH:6]=[CH:7][CH:8]=[CH:9][C:4]=2[N:3]=1, predict the reactants needed to synthesize it. The reactants are: [O:1]1[C:5]2[CH:6]=[CH:7][CH:8]=[CH:9][C:4]=2[N:3]=[C:2]1[C:10]1[C:11]([NH2:25])=[N:12][CH:13]=[C:14](B2OC(C)(C)C(C)(C)O2)[CH:15]=1.Br[C:27]1[C:28]([CH:45]=[O:46])=[N:29][N:30]([CH:32]2[CH2:37][CH2:36][N:35]([C:38]([O:40][C:41]([CH3:44])([CH3:43])[CH3:42])=[O:39])[CH2:34][CH2:33]2)[CH:31]=1.C(=O)([O-])[O-].[K+].[K+].